Dataset: Forward reaction prediction with 1.9M reactions from USPTO patents (1976-2016). Task: Predict the product of the given reaction. (1) Given the reactants [NH:1]1[CH2:6][CH2:5][CH2:4][CH2:3][CH2:2]1.[Cl:7][CH2:8][O:9][C:10](Cl)=[O:11], predict the reaction product. The product is: [Cl:7][CH2:8][O:9][C:10]([N:1]1[CH2:6][CH2:5][CH2:4][CH2:3][CH2:2]1)=[O:11]. (2) Given the reactants [CH3:1][O:2][C:3]1[CH:14]=[CH:13][C:6]([CH2:7][NH:8][C:9](=[O:12])[CH2:10][Cl:11])=[CH:5][CH:4]=1.[ClH:15].Cl.[CH2:17]([N:26]1[CH2:31][CH2:30][NH:29][CH2:28][CH2:27]1)[C:18]([C:20]1[CH:25]=[CH:24][CH:23]=[CH:22][CH:21]=1)=[O:19].C([O-])([O-])=O.[K+].[K+], predict the reaction product. The product is: [ClH:11].[ClH:15].[CH2:17]([N:26]1[CH2:31][CH2:30][N:29]([CH2:10][C:9]([NH:8][CH2:7][C:6]2[CH:13]=[CH:14][C:3]([O:2][CH3:1])=[CH:4][CH:5]=2)=[O:12])[CH2:28][CH2:27]1)[C:18]([C:20]1[CH:21]=[CH:22][CH:23]=[CH:24][CH:25]=1)=[O:19]. (3) The product is: [CH3:32][O:33][C:34]1[CH:30]=[CH:31][CH:13]=[C:16]2[C:25]=1[CH:18]=[C:19]([C:21]([OH:23])=[O:22])[NH:20]2. Given the reactants C(NCC1C=C[C:13]([C:16]2O[CH:18]=[C:19]([C:21]([O:23]C)=[O:22])[N:20]=2)=CC=1)(OC(C)(C)C)=O.[CH3:25]O.[Li+].[OH-].Cl.[CH2:30]1[CH2:34][O:33][CH2:32][CH2:31]1, predict the reaction product. (4) Given the reactants [C:1]([N:4]1[CH2:9][CH2:8][NH:7][CH2:6][CH2:5]1)(=[O:3])[CH3:2].Br[CH2:11][CH2:12][CH2:13][Cl:14].C(=O)([O-])[O-:16].[K+].[K+], predict the reaction product. The product is: [C:1]([N:4]1[CH2:9][CH2:8][N:7]([O:16][CH2:11][CH2:12][CH2:13][Cl:14])[CH2:6][CH2:5]1)(=[O:3])[CH3:2]. (5) Given the reactants [C:1]([NH:8][C@H:9]([C:18]([OH:20])=[O:19])[CH2:10][C:11]1[CH:16]=[CH:15][C:14]([OH:17])=[CH:13][CH:12]=1)([O:3][C:4]([CH3:7])([CH3:6])[CH3:5])=[O:2].C(=O)([O-])[O-].[Cs+].[Cs+].Br[CH2:28][CH2:29][CH2:30][CH2:31][O:32][N+:33]([O-:35])=[O:34], predict the reaction product. The product is: [C:4]([O:3][C:1]([NH:8][C@@H:9]([CH2:10][C:11]1[CH:12]=[CH:13][C:14]([OH:17])=[CH:15][CH:16]=1)[C:18]([O:20][CH2:28][CH2:29][CH2:30][CH2:31][O:32][N+:33]([O-:35])=[O:34])=[O:19])=[O:2])([CH3:5])([CH3:7])[CH3:6].